Dataset: Forward reaction prediction with 1.9M reactions from USPTO patents (1976-2016). Task: Predict the product of the given reaction. (1) Given the reactants [C:1]([CH2:4][C:5]([C:7]1[CH:16]=[CH:15][C:14]2[C:9](=[CH:10][CH:11]=[CH:12][CH:13]=2)[C:8]=1[NH:17][CH2:18][C:19]([O:21][C:22]([CH3:25])([CH3:24])[CH3:23])=[O:20])=[O:6])(O)=[O:2].C(N(CC)CC)C.ON1C2C=CC=CC=2N=N1.CN(C)CCCN=C=NCC.[CH2:54]([O:56][C:57]([N:59]1[CH2:64][CH2:63][NH:62][CH2:61][CH2:60]1)=[O:58])[CH3:55], predict the reaction product. The product is: [CH2:54]([O:56][C:57]([N:59]1[CH2:60][CH2:61][N:62]([C:1]([CH2:4][C:5]([C:7]2[CH:16]=[CH:15][C:14]3[C:9](=[CH:10][CH:11]=[CH:12][CH:13]=3)[C:8]=2[NH:17][CH2:18][C:19]([O:21][C:22]([CH3:25])([CH3:24])[CH3:23])=[O:20])=[O:6])=[O:2])[CH2:63][CH2:64]1)=[O:58])[CH3:55]. (2) Given the reactants [CH3:1][N:2]([CH3:20])[C:3]1[CH:8]=[CH:7][N:6]2[CH:9]=[C:10]([C:12]3[CH:17]=[CH:16][C:15]([CH2:18][OH:19])=[CH:14][CH:13]=3)[N:11]=[C:5]2[CH:4]=1.[C:21]([O-])([O-])=[O:22].[K+].[K+].CI, predict the reaction product. The product is: [C:18]([OH:19])(=[O:22])[CH3:15].[CH3:21][O:19][CH2:18][C:15]1[CH:16]=[CH:17][C:12]([C:10]2[N:11]=[C:5]3[CH:4]=[C:3]([N:2]([CH3:20])[CH3:1])[CH:8]=[CH:7][N:6]3[CH:9]=2)=[CH:13][CH:14]=1. (3) Given the reactants ClCCl.[F:4][C:5]1[CH:10]=[CH:9][C:8]([C@@H:11]2[C@@H:16]([N:17]([C:19](=[O:37])[C:20]([C:23]3[CH:28]=[C:27]([C:29]([F:32])([F:31])[F:30])[CH:26]=[C:25]([C:33]([F:36])([F:35])[F:34])[CH:24]=3)([CH3:22])[CH3:21])[CH3:18])[CH2:15][CH2:14][NH:13][CH2:12]2)=[C:7]([CH3:38])[CH:6]=1.[N:39]1([C:45](Cl)=[O:46])[CH2:44][CH2:43][O:42][CH2:41][CH2:40]1.C(N(CC)CC)C, predict the reaction product. The product is: [F:4][C:5]1[CH:10]=[CH:9][C:8]([C@@H:11]2[C@@H:16]([N:17]([C:19](=[O:37])[C:20]([C:23]3[CH:24]=[C:25]([C:33]([F:34])([F:35])[F:36])[CH:26]=[C:27]([C:29]([F:30])([F:31])[F:32])[CH:28]=3)([CH3:22])[CH3:21])[CH3:18])[CH2:15][CH2:14][N:13]([C:45]([N:39]3[CH2:44][CH2:43][O:42][CH2:41][CH2:40]3)=[O:46])[CH2:12]2)=[C:7]([CH3:38])[CH:6]=1. (4) Given the reactants [CH2:1]([N:3]1[C:7]2[N:8]=[C:9]([C:18]3[CH:23]=[CH:22][C:21]([NH:24][C:25](=[O:36])[NH:26][C:27]4[CH:35]=[CH:34][C:30]([C:31](O)=[O:32])=[CH:29][CH:28]=4)=[CH:20][CH:19]=3)[N:10]=[C:11]([N:12]3[CH2:17][CH2:16][O:15][CH2:14][CH2:13]3)[C:6]=2[N:5]=[N:4]1)[CH3:2].[CH3:37][N:38]([CH3:40])[NH2:39].CCN(CC)CC.C1C=CC2N(O)N=NC=2C=1.CCN=C=NCCCN(C)C, predict the reaction product. The product is: [CH3:37][N:38]([CH3:40])[NH:39][C:31]([C:30]1[CH:29]=[CH:28][C:27]([NH:26][C:25]([NH:24][C:21]2[CH:20]=[CH:19][C:18]([C:9]3[N:10]=[C:11]([N:12]4[CH2:17][CH2:16][O:15][CH2:14][CH2:13]4)[C:6]4[N:5]=[N:4][N:3]([CH2:1][CH3:2])[C:7]=4[N:8]=3)=[CH:23][CH:22]=2)=[O:36])=[CH:35][CH:34]=1)=[O:32]. (5) Given the reactants I[C:2]1[CH:7]=[CH:6][C:5]([O:8][CH3:9])=[CH:4][C:3]=1[OH:10].[C:11]([C:13]1[CH:14]=[N:15][N:16]([CH2:18][C:19]2[CH:24]=[CH:23][C:22]([O:25][CH3:26])=[CH:21][CH:20]=2)[CH:17]=1)#[CH:12].[CH3:27][O:28][C:29]1[CH:30]=[C:31](I)[CH:32]=[C:33]([O:37][CH3:38])[C:34]=1[O:35][CH3:36].[C:40](=O)([O-])[O-:41].[K+].[K+], predict the reaction product. The product is: [CH3:9][O:8][C:5]1[CH:6]=[CH:7][C:2]2[C:12]([C:40](=[O:41])[C:31]3[CH:30]=[C:29]([O:28][CH3:27])[C:34]([O:35][CH3:36])=[C:33]([O:37][CH3:38])[CH:32]=3)=[C:11]([C:13]3[CH:14]=[N:15][N:16]([CH2:18][C:19]4[CH:24]=[CH:23][C:22]([O:25][CH3:26])=[CH:21][CH:20]=4)[CH:17]=3)[O:10][C:3]=2[CH:4]=1. (6) Given the reactants [CH2:1]([O:3][C:4]([CH:6]1[CH2:11][CH2:10][N:9]([C:12]([O:14][C:15]([CH3:18])([CH3:17])[CH3:16])=[O:13])[CH2:8][CH2:7]1)=[O:5])[CH3:2].C(NC(C)C)(C)C.[Li].[I:27][CH2:28]I, predict the reaction product. The product is: [I:27][CH2:28][C:6]1([C:4]([O:3][CH2:1][CH3:2])=[O:5])[CH2:11][CH2:10][N:9]([C:12]([O:14][C:15]([CH3:17])([CH3:16])[CH3:18])=[O:13])[CH2:8][CH2:7]1. (7) Given the reactants [C:1](Cl)(=[O:19])[CH2:2][CH2:3][CH2:4][CH2:5][CH2:6][CH2:7][CH2:8]/[CH:9]=[CH:10]\[CH2:11][CH2:12][CH2:13][CH2:14][CH2:15][CH2:16][CH2:17][CH3:18].[F:21][C:22]([F:26])([F:25])[CH2:23][OH:24].Cl, predict the reaction product. The product is: [C:1]([O:24][CH2:23][C:22]([F:26])([F:25])[F:21])(=[O:19])[CH2:2][CH2:3][CH2:4][CH2:5][CH2:6][CH2:7][CH2:8]/[CH:9]=[CH:10]\[CH2:11][CH2:12][CH2:13][CH2:14][CH2:15][CH2:16][CH2:17][CH3:18].